Dataset: Catalyst prediction with 721,799 reactions and 888 catalyst types from USPTO. Task: Predict which catalyst facilitates the given reaction. (1) Reactant: [C:1]([O:5][C:6]([N:8]1[CH2:13][CH2:12][N:11]([C:14]2[N:22]=[C:21]3[C:17]([N:18]=[C:19]([C:23]4[C:24](=[O:30])[NH:25][CH:26]=[CH:27][C:28]=4Cl)[NH:20]3)=[C:16]([CH3:31])[N:15]=2)[CH2:10][CH2:9]1)=[O:7])([CH3:4])([CH3:3])[CH3:2].C(N(CC)CC)C.Cl.[NH2:40][CH2:41][C@H:42]([C:44]1[CH:49]=[CH:48][CH:47]=[C:46]([Cl:50])[CH:45]=1)[OH:43]. Product: [C:1]([O:5][C:6]([N:8]1[CH2:13][CH2:12][N:11]([C:14]2[N:22]=[C:21]3[C:17]([N:18]=[C:19]([C:23]4[C:24](=[O:30])[NH:25][CH:26]=[CH:27][C:28]=4[NH:40][CH2:41][C@H:42]([C:44]4[CH:49]=[CH:48][CH:47]=[C:46]([Cl:50])[CH:45]=4)[OH:43])[NH:20]3)=[C:16]([CH3:31])[N:15]=2)[CH2:10][CH2:9]1)=[O:7])([CH3:2])([CH3:4])[CH3:3]. The catalyst class is: 10. (2) Reactant: O[C:2]1[C:11]2[C:6](=[N:7][CH:8]=[CH:9][CH:10]=2)[N:5]([C:12]2[CH:17]=[CH:16][CH:15]=[CH:14][CH:13]=2)[C:4](=[O:18])[C:3]=1[C:19](=O)[CH2:20][C:21]1[CH:26]=[CH:25][C:24]([F:27])=[CH:23][CH:22]=1.O.[NH2:30][NH2:31].O. Product: [F:27][C:24]1[CH:25]=[CH:26][C:21]([CH2:20][C:19]2[C:3]3[C:4](=[O:18])[N:5]([C:12]4[CH:17]=[CH:16][CH:15]=[CH:14][CH:13]=4)[C:6]4[N:7]=[CH:8][CH:9]=[CH:10][C:11]=4[C:2]=3[NH:31][N:30]=2)=[CH:22][CH:23]=1. The catalyst class is: 3. (3) Reactant: [H-].[Na+].[CH3:3][O:4][C:5]1[N:10]=[C:9]2[CH:11]=[CH:12][NH:13][C:8]2=[CH:7][CH:6]=1.[Br:14][C:15]1[CH:22]=[CH:21][CH:20]=[CH:19][C:16]=1[CH2:17]Br. Product: [Br:14][C:15]1[CH:22]=[CH:21][CH:20]=[CH:19][C:16]=1[CH2:17][N:13]1[C:8]2[C:9](=[N:10][C:5]([O:4][CH3:3])=[CH:6][CH:7]=2)[CH:11]=[CH:12]1. The catalyst class is: 9. (4) Reactant: C(OC([N:8]1[CH2:13][CH2:12][CH:11]([N:14]2[CH:18]=[C:17]([C:19]3[CH:20]=[CH:21][C:22]4[N:23]([C:25]([CH2:28][C:29]5[CH:30]=[C:31]6[C:36](=[CH:37][C:38]=5[F:39])[N:35]=[CH:34][CH:33]=[CH:32]6)=[CH:26][N:27]=4)[N:24]=3)[CH:16]=[N:15]2)[CH2:10][CH2:9]1)=O)(C)(C)C.Cl.C([O-])(O)=O.[Na+]. Product: [F:39][C:38]1[CH:37]=[C:36]2[C:31]([CH:32]=[CH:33][CH:34]=[N:35]2)=[CH:30][C:29]=1[CH2:28][C:25]1[N:23]2[N:24]=[C:19]([C:17]3[CH:16]=[N:15][N:14]([CH:11]4[CH2:12][CH2:13][NH:8][CH2:9][CH2:10]4)[CH:18]=3)[CH:20]=[CH:21][C:22]2=[N:27][CH:26]=1. The catalyst class is: 12. (5) Product: [Cl:1][C:2]1[CH:3]=[CH:4][C:5]([C:8]2[CH:9]=[C:10]([NH:20][C:21](=[O:26])[CH2:22][CH2:23][CH2:24][CH3:25])[CH:11]=[N:12][C:13]=2[O:14][CH2:15][C:16]([F:17])([F:18])[F:19])=[CH:6][CH:7]=1. The catalyst class is: 18. Reactant: [Cl:1][C:2]1[CH:7]=[CH:6][C:5]([C:8]2[CH:9]=[C:10]([NH2:20])[CH:11]=[N:12][C:13]=2[O:14][CH2:15][C:16]([F:19])([F:18])[F:17])=[CH:4][CH:3]=1.[C:21](O)(=[O:26])[CH2:22][CH2:23][CH2:24][CH3:25].CN1CCOCC1.CN(C(ON1N=NC2C=CC=CC1=2)=[N+](C)C)C.F[P-](F)(F)(F)(F)F. (6) Reactant: Cl[C:2]1[CH:16]=[CH:15][C:5]([C:6]([NH:8][CH2:9][CH2:10][CH2:11][C:12]([OH:14])=[O:13])=[O:7])=[C:4]([OH:17])[CH:3]=1.[OH-].[Na+:19]. Product: [OH:17][C:4]1[CH:3]=[CH:2][CH:16]=[CH:15][C:5]=1[C:6]([NH:8][CH2:9][CH2:10][CH2:11][C:12]([O-:14])=[O:13])=[O:7].[Na+:19]. The catalyst class is: 6.